From a dataset of Forward reaction prediction with 1.9M reactions from USPTO patents (1976-2016). Predict the product of the given reaction. Given the reactants [OH:1][CH:2]1[C:19]([CH3:21])([CH3:20])[O:18][C:17]2[C:4](=[C:5]3[C:14](=[C:15]([O:22][CH3:23])[CH:16]=2)[C:13](=[O:24])[C:12]2[C:7](=[CH:8][CH:9]=[C:10]4[CH:28]=[CH:27][CH:26]=[CH:25][C:11]4=2)[N:6]3[CH3:29])[C:3]1=[O:30].[C:31](OC(=O)C)(=[O:33])[CH3:32], predict the reaction product. The product is: [C:31]([O:1][CH:2]1[C:19]([CH3:20])([CH3:21])[O:18][C:17]2[C:4](=[C:5]3[C:14](=[C:15]([O:22][CH3:23])[CH:16]=2)[C:13](=[O:24])[C:12]2[C:7](=[CH:8][CH:9]=[C:10]4[CH:28]=[CH:27][CH:26]=[CH:25][C:11]4=2)[N:6]3[CH3:29])[C:3]1=[O:30])(=[O:33])[CH3:32].